This data is from Reaction yield outcomes from USPTO patents with 853,638 reactions. The task is: Predict the reaction yield, written as a fraction of the theoretical maximum amount of product (1.0 means a 100% yield; for example, 0.34 means a 34% yield). (1) The reactants are [NH2:1][C:2]([CH3:6])([CH3:5])[C:3]#[N:4].C(N(CC)CC)C.[N:14]([C:17]1[CH:24]=[CH:23][C:20]([C:21]#[N:22])=[C:19]([C:25]([F:28])([F:27])[F:26])[CH:18]=1)=[C:15]=[O:16]. The catalyst is ClCCCl. The product is [CH3:5][C:2]1([CH3:6])[C:3](=[NH:4])[N:14]([C:17]2[CH:24]=[CH:23][C:20]([C:21]#[N:22])=[C:19]([C:25]([F:26])([F:27])[F:28])[CH:18]=2)[C:15](=[O:16])[NH:1]1. The yield is 0.470. (2) The reactants are C([N:8]1[CH2:13][CH2:12][N:11]([CH2:14][CH2:15][CH2:16][C:17]([C:27]#[N:28])([C:21]2[CH:26]=[CH:25][CH:24]=[CH:23][CH:22]=2)[CH:18]([CH3:20])[CH3:19])[CH2:10][CH:9]1[C:29]([O:31][CH2:32][CH3:33])=[O:30])C1C=CC=CC=1.[H][H]. The catalyst is C(O)C.[Pd]. The product is [C:27]([C:17]([C:21]1[CH:26]=[CH:25][CH:24]=[CH:23][CH:22]=1)([CH:18]([CH3:20])[CH3:19])[CH2:16][CH2:15][CH2:14][N:11]1[CH2:12][CH2:13][NH:8][CH:9]([C:29]([O:31][CH2:32][CH3:33])=[O:30])[CH2:10]1)#[N:28]. The yield is 0.930.